This data is from Forward reaction prediction with 1.9M reactions from USPTO patents (1976-2016). The task is: Predict the product of the given reaction. (1) Given the reactants [F:1][C:2]1[CH:3]=[C:4]([C:8]2[C@:9]3([CH2:25][CH2:24][C@H:23]4[C@@H:14]([CH2:15][CH2:16][C:17]5[CH:18]=[C:19]([C:26]([OH:28])=O)[CH:20]=[CH:21][C:22]=54)[C@@H:11]3[CH2:12][CH:13]=2)[CH3:10])[CH:5]=[N:6][CH:7]=1.[CH2:29]([NH:31][CH2:32][CH2:33][OH:34])[CH3:30], predict the reaction product. The product is: [CH2:29]([N:31]([CH2:32][CH2:33][OH:34])[C:26]([C:19]1[CH:20]=[CH:21][C:22]2[C@@H:23]3[C@H:14]([C@H:11]4[C@@:9]([CH2:25][CH2:24]3)([CH3:10])[C:8]([C:4]3[CH:5]=[N:6][CH:7]=[C:2]([F:1])[CH:3]=3)=[CH:13][CH2:12]4)[CH2:15][CH2:16][C:17]=2[CH:18]=1)=[O:28])[CH3:30]. (2) Given the reactants F[C:2]1[CH:9]=[CH:8][C:5]([C:6]#[N:7])=[CH:4][CH:3]=1.[Br:10][C:11]1[CH:17]=[CH:16][C:14]([NH2:15])=[CH:13][C:12]=1[CH3:18].C(OC(C)(C)C)(C)(C)C.[K].O, predict the reaction product. The product is: [Br:10][C:11]1[CH:17]=[CH:16][C:14]([NH:15][C:2]2[CH:9]=[CH:8][C:5]([C:6]#[N:7])=[CH:4][CH:3]=2)=[CH:13][C:12]=1[CH3:18].